From a dataset of Full USPTO retrosynthesis dataset with 1.9M reactions from patents (1976-2016). Predict the reactants needed to synthesize the given product. (1) The reactants are: [S-2:1].[Na+].[Na+].Cl[C:5]1[CH:12]=[CH:11][C:8]([C:9]#[N:10])=[CH:7][CH:6]=1.Br[C:14]([CH3:23])([CH3:22])[C:15]([O:17][C:18]([CH3:21])([CH3:20])[CH3:19])=[O:16]. Given the product [C:9]([C:8]1[CH:11]=[CH:12][C:5]([S:1][C:14]([CH3:23])([CH3:22])[C:15]([O:17][C:18]([CH3:21])([CH3:20])[CH3:19])=[O:16])=[CH:6][CH:7]=1)#[N:10], predict the reactants needed to synthesize it. (2) Given the product [F:1][C:2]1[CH:10]=[C:9]2[C:5]([C:6]([C:18]3[CH:19]=[CH:20][C:21]4[S:25](=[O:27])(=[O:26])[N:24]([CH2:28][CH2:29][S:30]([NH:31][CH3:32])(=[O:34])=[O:33])[CH:23]([CH3:35])[C:22]=4[CH:36]=3)=[CH:7][NH:8]2)=[CH:4][CH:3]=1, predict the reactants needed to synthesize it. The reactants are: [F:1][C:2]1[CH:10]=[C:9]2[C:5]([C:6]([C:18]3[CH:19]=[CH:20][C:21]4[S:25](=[O:27])(=[O:26])[N:24]([CH2:28][CH2:29][S:30](=[O:34])(=[O:33])[NH:31][CH3:32])[CH:23]([CH3:35])[C:22]=4[CH:36]=3)=[CH:7][N:8]2C(OC(C)(C)C)=O)=[CH:4][CH:3]=1. (3) Given the product [Cl:17][C:18]1[N:26]=[C:25]2[C:21]([N:22]([CH2:3][CH2:4][N:5]3[CH2:10][CH2:9][O:8][CH2:7][CH2:6]3)[C:23](=[O:33])[N:24]2[CH:27]2[CH2:28][CH2:29][O:30][CH2:31][CH2:32]2)=[CH:20][N:19]=1, predict the reactants needed to synthesize it. The reactants are: Cl.Cl[CH2:3][CH2:4][N:5]1[CH2:10][CH2:9][O:8][CH2:7][CH2:6]1.C(=O)([O-])[O-].[K+].[K+].[Cl:17][C:18]1[N:26]=[C:25]2[C:21]([NH:22][C:23](=[O:33])[N:24]2[CH:27]2[CH2:32][CH2:31][O:30][CH2:29][CH2:28]2)=[CH:20][N:19]=1.C(OCC)(=O)C. (4) Given the product [NH2:1][C:2]1[C:7]([C:8]#[N:9])=[C:6]([C@H:10]2[CH2:15][CH2:14][C@H:13]([O:16][CH2:17][CH2:18][OH:19])[CH2:12][CH2:11]2)[C:5]([C:37]#[N:38])=[C:4]([S:39][CH2:40][C:41]2[N:42]=[C:43]([C:46]3[CH:47]=[CH:48][C:49]([Cl:52])=[CH:50][CH:51]=3)[S:44][CH:45]=2)[N:3]=1, predict the reactants needed to synthesize it. The reactants are: [NH2:1][C:2]1[C:7]([C:8]#[N:9])=[C:6]([CH:10]2[CH2:15][CH2:14][CH:13]([O:16][CH2:17][CH2:18][O:19][Si](C(C)(C)C)(C3C=CC=CC=3)C3C=CC=CC=3)[CH2:12][CH2:11]2)[C:5]([C:37]#[N:38])=[C:4]([S:39][CH2:40][C:41]2[N:42]=[C:43]([C:46]3[CH:51]=[CH:50][C:49]([Cl:52])=[CH:48][CH:47]=3)[S:44][CH:45]=2)[N:3]=1.[F-].C([N+](CCCC)(CCCC)CCCC)CCC.C(OCC)(=O)C. (5) Given the product [Cl:45][C:35]1[CH:34]=[C:33]([NH:32][C:2]2[N:7]=[C:6]([C:8]3[O:12][C:11]([CH3:13])=[N:10][C:9]=3[C:14]3[CH:15]=[C:16]([NH:20][C:21](=[O:30])[C:22]4[CH:27]=[C:26]([F:28])[CH:25]=[CH:24][C:23]=4[F:29])[CH:17]=[CH:18][CH:19]=3)[CH:5]=[CH:4][N:3]=2)[CH:38]=[CH:37][C:36]=1[O:39][CH2:40][CH2:41][N:42]([CH3:43])[CH3:44], predict the reactants needed to synthesize it. The reactants are: Cl[C:2]1[N:7]=[C:6]([C:8]2[O:12][C:11]([CH3:13])=[N:10][C:9]=2[C:14]2[CH:15]=[C:16]([NH:20][C:21](=[O:30])[C:22]3[CH:27]=[C:26]([F:28])[CH:25]=[CH:24][C:23]=3[F:29])[CH:17]=[CH:18][CH:19]=2)[CH:5]=[CH:4][N:3]=1.Cl.[NH2:32][C:33]1[CH:38]=[CH:37][C:36]([O:39][CH2:40][CH2:41][N:42]([CH3:44])[CH3:43])=[C:35]([Cl:45])[CH:34]=1. (6) Given the product [N:12]1([C:33]([C:32]2[C:27]([NH:26][CH:21]3[CH2:25][CH2:24][CH2:23][CH2:22]3)=[N:28][C:29]([S:36][CH3:37])=[N:30][CH:31]=2)=[O:34])[C:16]2[CH:17]=[CH:18][CH:19]=[CH:20][C:15]=2[N:14]=[N:13]1, predict the reactants needed to synthesize it. The reactants are: CCN=C=NCCCN(C)C.[NH:12]1[C:16]2[CH:17]=[CH:18][CH:19]=[CH:20][C:15]=2[N:14]=[N:13]1.[CH:21]1([NH:26][C:27]2[C:32]([C:33](O)=[O:34])=[CH:31][N:30]=[C:29]([S:36][CH3:37])[N:28]=2)[CH2:25][CH2:24][CH2:23][CH2:22]1. (7) Given the product [Cl:23][C:24]1[CH:25]=[N:26][N:27]([CH3:38])[C:28]=1[C:2]1[N:7]=[C:6]2[CH2:8][N:9]([C@@H:12]([CH2:15][C:16]3[CH:21]=[CH:20][CH:19]=[C:18]([F:22])[CH:17]=3)[CH2:13][OH:14])[C:10](=[O:11])[C:5]2=[CH:4][CH:3]=1, predict the reactants needed to synthesize it. The reactants are: Br[C:2]1[N:7]=[C:6]2[CH2:8][N:9]([C@@H:12]([CH2:15][C:16]3[CH:21]=[CH:20][CH:19]=[C:18]([F:22])[CH:17]=3)[CH2:13][OH:14])[C:10](=[O:11])[C:5]2=[CH:4][CH:3]=1.[Cl:23][C:24]1[CH:25]=[N:26][N:27]([CH3:38])[C:28]=1B1OC(C)(C)C(C)(C)O1.C(N(CC)C(C)C)(C)C. (8) Given the product [F:29][C:30]([F:49])([F:48])[S:31]([O:18][C:12]1[CH:13]=[CH:14][C:15]2[CH2:16][CH2:17][CH:8]([NH:7][C:6]([O:5][C:1]([CH3:4])([CH3:2])[CH3:3])=[O:28])[CH:9]([CH2:19][C:20]3[CH:25]=[CH:24][C:23]([Cl:26])=[C:22]([Cl:27])[CH:21]=3)[C:10]=2[CH:11]=1)(=[O:33])=[O:32], predict the reactants needed to synthesize it. The reactants are: [C:1]([O:5][C:6](=[O:28])[NH:7][CH:8]1[CH2:17][CH2:16][C:15]2[C:10](=[CH:11][C:12]([OH:18])=[CH:13][CH:14]=2)[CH:9]1[CH2:19][C:20]1[CH:25]=[CH:24][C:23]([Cl:26])=[C:22]([Cl:27])[CH:21]=1)([CH3:4])([CH3:3])[CH3:2].[F:29][C:30]([F:49])([F:48])[S:31](N(C1C=CC=CC=1)[S:31]([C:30]([F:49])([F:48])[F:29])(=[O:33])=[O:32])(=[O:33])=[O:32].C(N(CC)CC)C. (9) The reactants are: Br[C:2]([CH3:16])([CH3:15])[C:3]([NH:5][C:6]1[CH:10]=[C:9]([C:11]([CH3:14])([CH3:13])[CH3:12])[O:8][N:7]=1)=[O:4].[C:17]([O-:20])(=[S:19])[CH3:18].[K+]. Given the product [C:11]([C:9]1[O:8][N:7]=[C:6]([NH:5][C:3]([C:2]([S:19][C:17](=[O:20])[CH3:18])([CH3:16])[CH3:15])=[O:4])[CH:10]=1)([CH3:14])([CH3:13])[CH3:12], predict the reactants needed to synthesize it. (10) Given the product [OH:1][CH2:2][C:3]1[C:4]2[N:5]([N:11]=[C:12]([CH:17]([CH3:19])[CH3:18])[CH:13]=2)[C:6]([O:9][CH3:10])=[CH:7][CH:8]=1, predict the reactants needed to synthesize it. The reactants are: [OH:1][CH2:2][C:3]1[C:4]2[N:5]([N:11]=[C:12]([CH:17]([CH3:19])[CH3:18])[C:13]=2C(O)=O)[C:6]([O:9][CH3:10])=[CH:7][CH:8]=1.